From a dataset of Full USPTO retrosynthesis dataset with 1.9M reactions from patents (1976-2016). Predict the reactants needed to synthesize the given product. (1) The reactants are: [C:1]1([NH:7][C:8](=[O:15])[C:9]2[CH:14]=[CH:13][N:12]=[CH:11][CH:10]=2)[CH:6]=[CH:5][CH:4]=[CH:3][CH:2]=1.C1COCC1.[Li]CCCC.[Br:26]CCBr. Given the product [C:1]1([NH:7][C:8](=[O:15])[C:9]2[CH:14]=[CH:13][N:12]=[CH:11][C:10]=2[Br:26])[CH:6]=[CH:5][CH:4]=[CH:3][CH:2]=1, predict the reactants needed to synthesize it. (2) Given the product [S:15]1[C:11]2[CH:10]=[C:4]([C:5]([O:7][CH2:8][CH3:9])=[O:6])[NH:1][C:12]=2[N:13]=[CH:14]1, predict the reactants needed to synthesize it. The reactants are: [N:1](/[C:4](=[CH:10]\[C:11]1[S:15][CH:14]=[N:13][CH:12]=1)/[C:5]([O:7][CH2:8][CH3:9])=[O:6])=[N+]=[N-]. (3) Given the product [Br:15][C:12]1[CH:11]=[N:10][C:9]2=[CH:16][N:6]([CH2:5][C:2]([NH:1][C:24](=[S:25])[C:23]3[CH:22]=[CH:21][C:20]([C:19]([F:18])([F:29])[F:30])=[CH:28][CH:27]=3)([C:3]#[N:4])[CH3:17])[N:7]=[C:8]2[C:13]=1[CH3:14], predict the reactants needed to synthesize it. The reactants are: [NH2:1][C:2]([CH3:17])([CH2:5][N:6]1[CH:16]=[C:9]2[N:10]=[CH:11][C:12]([Br:15])=[C:13]([CH3:14])[C:8]2=[N:7]1)[C:3]#[N:4].[F:18][C:19]([F:30])([F:29])[C:20]1[CH:28]=[CH:27][C:23]([C:24](Cl)=[S:25])=[CH:22][CH:21]=1. (4) Given the product [F:37][C:38]1[CH:39]=[C:40]([CH:43]=[CH:44][C:45]=1[F:46])[CH2:41][N:14]1[CH2:15][CH2:16]/[C:12](=[CH:11]\[C:10]2[CH:18]=[CH:19][C:20]([N:21]3[CH:25]=[C:24]([CH3:26])[N:23]=[CH:22]3)=[C:8]([O:7][CH3:6])[CH:9]=2)/[C:13]1=[O:17], predict the reactants needed to synthesize it. The reactants are: CN(C=O)C.[CH3:6][O:7][C:8]1[CH:9]=[C:10]([CH:18]=[CH:19][C:20]=1[N:21]1[CH:25]=[C:24]([CH3:26])[N:23]=[CH:22]1)/[CH:11]=[C:12]1/[C:13](=[O:17])[NH:14][CH2:15][CH2:16]/1.C[Si]([N-][Si](C)(C)C)(C)C.[Li+].[F:37][C:38]1[CH:39]=[C:40]([CH:43]=[CH:44][C:45]=1[F:46])[CH2:41]Br.